Dataset: Forward reaction prediction with 1.9M reactions from USPTO patents (1976-2016). Task: Predict the product of the given reaction. (1) Given the reactants [CH3:1][O:2][C:3]1[CH:8]=[C:7]([O:9][CH3:10])[CH:6]=[CH:5][C:4]=1[C:11]1[CH:15]=[C:14]([CH2:16][CH2:17][CH:18]=O)[O:13][N:12]=1.[F:20][C:21]([F:36])([F:35])[C:22]1[CH:34]=[CH:33][CH:32]=[CH:31][C:23]=1[CH2:24][N:25]1[CH2:30][CH2:29][NH:28][CH2:27][CH2:26]1.[BH-](OC(C)=O)(OC(C)=O)OC(C)=O.[Na+], predict the reaction product. The product is: [CH3:1][O:2][C:3]1[CH:8]=[C:7]([O:9][CH3:10])[CH:6]=[CH:5][C:4]=1[C:11]1[CH:15]=[C:14]([CH2:16][CH2:17][CH2:18][N:28]2[CH2:27][CH2:26][N:25]([CH2:24][C:23]3[CH:31]=[CH:32][CH:33]=[CH:34][C:22]=3[C:21]([F:35])([F:36])[F:20])[CH2:30][CH2:29]2)[O:13][N:12]=1. (2) The product is: [Cl:1][C:2]1[CH:7]=[C:6]([B:17]2[O:21][C:20]([CH3:23])([CH3:22])[C:19]([CH3:25])([CH3:24])[O:18]2)[CH:5]=[C:4]([CH2:8][O:9][C:10]([CH3:16])([CH3:15])[C:11]([F:12])([F:13])[F:14])[CH:3]=1. Given the reactants [Cl:1][C:2]1[CH:7]=[CH:6][CH:5]=[C:4]([CH2:8][O:9][C:10]([CH3:16])([CH3:15])[C:11]([F:14])([F:13])[F:12])[CH:3]=1.[B:17]1([B:17]2[O:21][C:20]([CH3:23])([CH3:22])[C:19]([CH3:25])([CH3:24])[O:18]2)[O:21][C:20]([CH3:23])([CH3:22])[C:19]([CH3:25])([CH3:24])[O:18]1.C(=O)([O-])O.[Na+], predict the reaction product. (3) Given the reactants [F:1][C:2]([F:27])([F:26])[C:3]1[CH:8]=[CH:7][C:6]([C:9]2[C:13]3[CH:14]=[CH:15][C:16]([C:18]#[C:19][CH2:20]OS(C)(=O)=O)=[CH:17][C:12]=3[S:11][N:10]=2)=[CH:5][CH:4]=1.[CH3:28][O:29][CH2:30][CH2:31][NH:32][CH3:33], predict the reaction product. The product is: [CH3:28][O:29][CH2:30][CH2:31][N:32]([CH3:33])[CH2:20][C:19]#[C:18][C:16]1[CH:15]=[CH:14][C:13]2[C:9]([C:6]3[CH:7]=[CH:8][C:3]([C:2]([F:1])([F:27])[F:26])=[CH:4][CH:5]=3)=[N:10][S:11][C:12]=2[CH:17]=1. (4) Given the reactants [CH3:1][O:2][C:3]1[CH:19]=[CH:18][C:6]([CH2:7][O:8][C:9]2[N:13]([CH3:14])[N:12]=[C:11]([C:15]([OH:17])=O)[CH:10]=2)=[CH:5][CH:4]=1.CN(C(ON1N=NC2C=CC(=CC1=2)Cl)=[N+](C)C)C.F[P-](F)(F)(F)(F)F.CN(C=O)C.CCN(C(C)C)C(C)C.C([O:61][C:62](=[O:82])[C@H:63]([OH:81])[CH2:64][C@H:65]([NH2:80])[CH2:66][C:67]1[CH:72]=[CH:71][C:70]([C:73]2[CH:78]=[CH:77][CH:76]=[C:75]([Cl:79])[CH:74]=2)=[CH:69][CH:68]=1)C.CCO.[Li+].[OH-].O, predict the reaction product. The product is: [Cl:79][C:75]1[CH:74]=[C:73]([C:70]2[CH:69]=[CH:68][C:67]([CH2:66][C@@H:65]([NH:80][C:15]([C:11]3[CH:10]=[C:9]([O:8][CH2:7][C:6]4[CH:5]=[CH:4][C:3]([O:2][CH3:1])=[CH:19][CH:18]=4)[N:13]([CH3:14])[N:12]=3)=[O:17])[CH2:64][C@@H:63]([OH:81])[C:62]([OH:82])=[O:61])=[CH:72][CH:71]=2)[CH:78]=[CH:77][CH:76]=1.